This data is from Catalyst prediction with 721,799 reactions and 888 catalyst types from USPTO. The task is: Predict which catalyst facilitates the given reaction. (1) Reactant: [Si:1]([O:8][CH2:9][CH2:10][CH2:11][CH2:12][C:13]1[CH:18]=[CH:17][C:16]([CH2:19][OH:20])=[CH:15][CH:14]=1)([C:4]([CH3:7])([CH3:6])[CH3:5])([CH3:3])[CH3:2].[C:21]([N:25]1[C:30](=[O:31])[C:29]([Cl:32])=[C:28](Cl)[CH:27]=[N:26]1)([CH3:24])([CH3:23])[CH3:22].C(=O)([O-])[O-].[Cs+].[Cs+]. Product: [C:21]([N:25]1[C:30](=[O:31])[C:29]([Cl:32])=[C:28]([O:20][CH2:19][C:16]2[CH:15]=[CH:14][C:13]([CH2:12][CH2:11][CH2:10][CH2:9][O:8][Si:1]([C:4]([CH3:7])([CH3:6])[CH3:5])([CH3:3])[CH3:2])=[CH:18][CH:17]=2)[CH:27]=[N:26]1)([CH3:24])([CH3:22])[CH3:23]. The catalyst class is: 9. (2) Reactant: CC1C=CC(S(O[CH2:12][CH:13]2[O:18][C:17]3[CH:19]=[C:20]([S:23]([CH3:26])(=[O:25])=[O:24])[CH:21]=[CH:22][C:16]=3[O:15][CH2:14]2)(=O)=O)=CC=1.[CH2:27]([NH2:30])[CH:28]=[CH2:29]. Product: [CH3:26][S:23]([C:20]1[CH:21]=[CH:22][C:16]2[O:15][CH2:14][CH:13]([CH2:12][NH:30][CH2:27][CH:28]=[CH2:29])[O:18][C:17]=2[CH:19]=1)(=[O:24])=[O:25]. The catalyst class is: 10.